This data is from Catalyst prediction with 721,799 reactions and 888 catalyst types from USPTO. The task is: Predict which catalyst facilitates the given reaction. (1) Reactant: Cl[C:2]1[N:7]([CH3:8])[C:6](=[O:9])[N:5]([CH3:10])[C:4](=[O:11])[C:3]=1[CH:12]=[O:13].C(N(CC)CC)C.[CH3:21][NH:22][CH2:23][CH:24]=[CH2:25]. Product: [CH2:23]([N:22]([CH3:21])[C:2]1[N:7]([CH3:8])[C:6](=[O:9])[N:5]([CH3:10])[C:4](=[O:11])[C:3]=1[CH:12]=[O:13])[CH:24]=[CH2:25]. The catalyst class is: 8. (2) Reactant: C(O[C:6]([N:8]([C:10]1[C:19]2[C:14](=[CH:15][C:16]([C:20]3[CH:25]=[C:24]([F:26])[CH:23]=[CH:22][C:21]=3[F:27])=[CH:17][CH:18]=2)[N:13]=[C:12]([C:28]2[CH:29]=[N+:30]([O-:34])[CH:31]=[CH:32][CH:33]=2)[N:11]=1)C)=O)(C)(C)C.C(O)(C(F)(F)F)=O. Product: [F:27][C:21]1[CH:22]=[CH:23][C:24]([F:26])=[CH:25][C:20]=1[C:16]1[CH:15]=[C:14]2[C:19]([C:10]([NH:8][CH3:6])=[N:11][C:12]([C:28]3[CH:29]=[N+:30]([O-:34])[CH:31]=[CH:32][CH:33]=3)=[N:13]2)=[CH:18][CH:17]=1. The catalyst class is: 2. (3) Product: [C:19]([S:38][CH:39]1[CH2:43][CH2:42][NH:41][CH:40]1[C:44]([OH:46])=[O:45])([C:26]1[CH:31]=[CH:30][CH:29]=[CH:28][CH:27]=1)([C:20]1[CH:25]=[CH:24][CH:23]=[CH:22][CH:21]=1)[C:32]1[CH:37]=[CH:36][CH:35]=[CH:34][CH:33]=1. Reactant: BrC1CCN=C1C(OC)=O.[Na].BrC1C=CNC1.[Na].[C:19]([S:38][CH:39]1[CH2:43][CH2:42][N:41]=[C:40]1[C:44]([O-:46])=[O:45])([C:32]1[CH:37]=[CH:36][CH:35]=[CH:34][CH:33]=1)([C:26]1[CH:31]=[CH:30][CH:29]=[CH:28][CH:27]=1)[C:20]1[CH:25]=[CH:24][CH:23]=[CH:22][CH:21]=1.[Na+].C1(C(S)(C2C=CC=CC=2)C2C=CC=CC=2)C=CC=CC=1.[OH-].[Na+]. The catalyst class is: 57. (4) Reactant: [CH3:1][C:2]1[CH:11]=[CH:10][C:9]2[C:4](=[CH:5][CH:6]=[C:7]3[O:15][CH2:14][C@H:13]([CH2:16]OS(C4C=CC(C)=CC=4)(=O)=O)[O:12][C:8]3=2)[N:3]=1.[NH:28]1[CH2:33][CH:32]=[C:31]([C:34]2[C:42]3[C:37](=[CH:38][CH:39]=[CH:40][CH:41]=3)[NH:36][CH:35]=2)[CH2:30][CH2:29]1.C([O-])([O-])=O.[K+].[K+].CN(C=O)C. Product: [NH:36]1[C:37]2[C:42](=[CH:41][CH:40]=[CH:39][CH:38]=2)[C:34]([C:31]2[CH2:32][CH2:33][N:28]([CH2:16][C@@H:13]3[O:12][C:8]4=[C:9]5[C:4](=[CH:5][CH:6]=[C:7]4[O:15][CH2:14]3)[N:3]=[C:2]([CH3:1])[CH:11]=[CH:10]5)[CH2:29][CH:30]=2)=[CH:35]1. The catalyst class is: 20. (5) The catalyst class is: 5. Product: [CH3:1][N:2]1[C:6](=[O:7])[CH2:5][CH2:4][CH2:3]1.[CH3:14][OH:15]. Reactant: [CH3:1][N:2]1[C:6](=[O:7])[CH2:5][CH2:4][CH2:3]1.CN1[C:14](=[O:15])N(C)CCC1.C1C2NC=C(O[C@@H]3O[C@H](CO)[C@H](O)[C@H](O)[C@H]3O)C=2C(Cl)=C(Br)C=1. (6) Reactant: [CH3:1][O:2][C:3]1[CH:8]=[CH:7][C:6]([NH2:9])=[CH:5][CH:4]=1.[C:10]([O:14][CH2:15][CH3:16])(=[O:13])[CH:11]=O.S([O-])([O-])(=O)=O.[Mg+2].C(N(CC)CC)C.[CH2:30]([O:37][CH2:38][C:39](Cl)=[O:40])[C:31]1[CH:36]=[CH:35][CH:34]=[CH:33][CH:32]=1. Product: [CH2:30]([O:37][C@@H:38]1[C:39](=[O:40])[N:9]([C:6]2[CH:7]=[CH:8][C:3]([O:2][CH3:1])=[CH:4][CH:5]=2)[C@@H:11]1[C:10]([O:14][CH2:15][CH3:16])=[O:13])[C:31]1[CH:36]=[CH:35][CH:34]=[CH:33][CH:32]=1. The catalyst class is: 426.